The task is: Binary Classification. Given a miRNA mature sequence and a target amino acid sequence, predict their likelihood of interaction.. This data is from Experimentally validated miRNA-target interactions with 360,000+ pairs, plus equal number of negative samples. (1) The miRNA is hsa-miR-1205 with sequence UCUGCAGGGUUUGCUUUGAG. The protein sequence of the target gene is MDWHSFRIAALLLTSLVVLEVNSEFQIQVRDHNAKNGTIKWHSIRRQKREWIKFAAACREGEDNSKRNPIAKIHSDCAANQPVTYRISGVGIDQPPYGIFIINQKTGEINITSIVDREVTPFFIIYCRALNAQGQDLENPLELRVRVMDINDNPPVFSMTTFLGQIEENSNANTLVMKLNATDADEPNNLNSMIAFKIIRQEPSDSPMFIINRKTGEIRTMNNFLDREQYSQYSLVVRGSDRDGGADGMSAESECSITILDVNDNIPYLEQSSYDITIEENALHSQLVQIRVIDLDEEFS.... Result: 0 (no interaction). (2) Result: 1 (interaction). The protein sequence of the target gene is MWVLGIAATFCGLFWLPGLALQIQCYQCEEFQLNNDCSSPEFIVNCTVNVQDMCQKEVMEQSAGIMYRKSCASSAACLIASAGYQSFCSPGKLNSVCISCCNTPLCNGPRPKKRGSSASAIRPGLLTTLLFFHLALCLAHC. The miRNA is mmu-miR-201-5p with sequence UACUCAGUAAGGCAUUGUUCUU. (3) The miRNA is hsa-miR-6510-5p with sequence CAGCAGGGGAGAGAGAGGAGUC. The protein sequence of the target gene is MATPGPVIPEVPFEPSKPPVIEGLSPTVYRNPESFKEKFVRKTRENPVVPIGCLATAAALTYGLYSFHRGNSQRSQLMMRTRIAAQGFTVAAILLGLAVTAMKSRP. Result: 1 (interaction). (4) The miRNA is mmu-miR-1194 with sequence GAAUGAGUAACUGCUAGAUCCU. The protein sequence of the target gene is MTRSLFKGNFWSADILSTIGYDNIIQHLNNGRKNCKEFEDFLKERAAIEERYGKDLLNLSRKKPCGQSEINTLKRALEVFKQQVDNVAQCHIQLAQSLREEARKMEEFREKQKLQRKKTELIMDAIHKQKSLQFKKTMDAKKNYEQKCRDKDEAEQAVSRSANLVNPKQQEKLFVKLATSKTAVEDSDKAYMLHIGTLDKVREEWQSEHIKACEAFEAQECERINFFRNALWLHVNQLSQQCVTSDEMYEQVRKSLEMCSIQRDIEYFVNQRKTGQIPPAPIMYENFYSSQKNAVPAGKA.... Result: 0 (no interaction). (5) The miRNA is mmu-miR-141-5p with sequence CAUCUUCCAGUGCAGUGUUGGA. The protein sequence of the target gene is MAADSREEKDGELNVLDDILTEVPEQDDELYNPESEQDKNEKKGSKRKSERMESTDTKRQKPSIHSRQLISKPLSSSVSNNKRIVSTKGKSVTEYKNEEYQRSERNKRLDADRKIRLSSSSSREPYKSQPEKTCLRKRDSERRAKSPTPDGSERIGLEVDRRASRSSQSSKEEVNSEDYGSDHETGSSGSSEQGNNTENEEEGGEEDVEEDEEVDEDAEDDEEVDEDAEEEEEEDEEEEEDEDEDEEEEEYEQDERDQKEEGNDYDTRSEASDSGSESVSFTDGSVRSGSGTDGSDEKKK.... Result: 0 (no interaction). (6) The miRNA is mmu-miR-8103 with sequence UCUCCUGUUCUCUGUUCUCCC. The protein sequence of the target gene is MSELEKAMVALIDVFHQYSGREGDKHKLKKSELKELINNELSHFLEEIKEQEVVDKVMETLDEDGDGECDFQEFMAFVAMVTTACHEFFEHE. Result: 0 (no interaction). (7) The miRNA is hsa-miR-6749-3p with sequence CUCCUCCCCUGCCUGGCCCAG. The protein sequence of the target gene is MAGPGPGPGDPDEQYDFLFKLVLVGDASVGKTCVVQRFKTGAFSERQGSTIGVDFTMKTLEIQGKRVKLQIWDTAGQERFRTITQSYYRSANGAILAYDITKRSSFLSVPHWIEDVRKYAGSNIVQLLIGNKSDLSELREVSLAEAQSLAEHYDILCAIETSAKDSSNVEEAFLRVATELIMRHGGPLFSEKSPDHIQLNSKDIGEGWGCGC. Result: 1 (interaction).